Dataset: Catalyst prediction with 721,799 reactions and 888 catalyst types from USPTO. Task: Predict which catalyst facilitates the given reaction. (1) Reactant: Cl.[F:2][C:3]1[CH:4]=[C:5]([C:10]([N:12]2[CH2:17][CH2:16][NH:15][CH2:14][CH2:13]2)=[O:11])[CH:6]=[CH:7][C:8]=1[CH3:9].[Cl:18][C:19]1[CH:24]=[C:23](Cl)[N:22]=[CH:21][N:20]=1.C(N(CC)CC)C. Product: [Cl:18][C:19]1[N:20]=[CH:21][N:22]=[C:23]([N:15]2[CH2:14][CH2:13][N:12]([C:10]([C:5]3[CH:6]=[CH:7][C:8]([CH3:9])=[C:3]([F:2])[CH:4]=3)=[O:11])[CH2:17][CH2:16]2)[CH:24]=1. The catalyst class is: 12. (2) Reactant: [Cl-].[Cl:2][C:3]1[C:7](Cl)=[S+:6][S:5][N:4]=1.[Br:9][C:10]1[CH:16]=[C:15]([N+:17]([O-:19])=[O:18])[CH:14]=[CH:13][C:11]=1[NH2:12]. Product: [Br:9][C:10]1[CH:16]=[C:15]([N+:17]([O-:19])=[O:18])[CH:14]=[CH:13][C:11]=1/[N:12]=[C:7]1/[C:3]([Cl:2])=[N:4][S:5][S:6]/1. The catalyst class is: 1.